From a dataset of Catalyst prediction with 721,799 reactions and 888 catalyst types from USPTO. Predict which catalyst facilitates the given reaction. (1) Reactant: [CH:1]12[C:10](=[O:11])[CH2:9][CH:5]([C:6](=[O:8])[CH2:7]1)[CH2:4][CH2:3][CH2:2]2.[C:12]1([Mg]Br)[CH:17]=[CH:16][CH:15]=[CH:14][CH:13]=1. Product: [OH:11][C:10]1([C:12]2[CH:17]=[CH:16][CH:15]=[CH:14][CH:13]=2)[CH2:9][CH:5]2[C:6](=[O:8])[CH2:7][CH:1]1[CH2:2][CH2:3][CH2:4]2. The catalyst class is: 28. (2) Reactant: [CH3:1][C:2]1[CH:7]=[CH:6][C:5]([C:8]2[O:9][C:10]([CH3:13])=[N:11][N:12]=2)=[CH:4][C:3]=1[C:14]1[CH:19]=[CH:18][C:17]([C:20]([OH:22])=O)=[CH:16][CH:15]=1.C1C=CC2N(O)N=NC=2C=1.Cl.CN(C)CCCN=C=NCC.[CH3:45][O:46][C:47]1[CH:52]=[CH:51][C:50]([CH:53]([CH3:56])[CH2:54][NH2:55])=[CH:49][CH:48]=1. Product: [CH3:45][O:46][C:47]1[CH:52]=[CH:51][C:50]([CH:53]([CH3:56])[CH2:54][NH:55][C:20]([C:17]2[CH:18]=[CH:19][C:14]([C:3]3[CH:4]=[C:5]([C:8]4[O:9][C:10]([CH3:13])=[N:11][N:12]=4)[CH:6]=[CH:7][C:2]=3[CH3:1])=[CH:15][CH:16]=2)=[O:22])=[CH:49][CH:48]=1. The catalyst class is: 3. (3) Reactant: [NH:1]([C:3]1[CH:4]=[C:5]([CH2:9][C:10]([O:12][CH2:13][CH3:14])=[O:11])[CH:6]=[CH:7][CH:8]=1)[NH2:2].[CH3:15][C:16]([CH3:23])([CH3:22])[C:17](=O)[CH2:18][C:19]#[N:20].Cl. Product: [NH2:20][C:19]1[N:1]([C:3]2[CH:4]=[C:5]([CH2:9][C:10]([O:12][CH2:13][CH3:14])=[O:11])[CH:6]=[CH:7][CH:8]=2)[N:2]=[C:17]([C:16]([CH3:23])([CH3:22])[CH3:15])[CH:18]=1. The catalyst class is: 14. (4) Reactant: [CH3:1][N:2]1[CH:6]=[C:5]([C:7]2[CH:12]=[C:11]([C:13]#[N:14])[CH:10]=[CH:9][N:8]=2)[N:4]=[CH:3]1.[Br:15]N1C(=O)CCC1=O. Product: [Br:15][C:6]1[N:2]([CH3:1])[CH:3]=[N:4][C:5]=1[C:7]1[CH:12]=[C:11]([C:13]#[N:14])[CH:10]=[CH:9][N:8]=1. The catalyst class is: 4. (5) The catalyst class is: 2. Reactant: [Cl:1][C:2]1[C:7]([NH:8][CH3:9])=[CH:6][N:5]=[C:4]2[N:10]([CH2:13][CH3:14])[N:11]=[CH:12][C:3]=12.CCN(C(C)C)C(C)C.[F:24][C:25]([F:43])([F:42])[C:26]1[CH:27]=[C:28]([C:36]([CH3:41])([CH3:40])[C:37](Cl)=[O:38])[CH:29]=[C:30]([C:32]([F:35])([F:34])[F:33])[CH:31]=1. Product: [F:43][C:25]([F:24])([F:42])[C:26]1[CH:27]=[C:28]([C:36]([CH3:41])([CH3:40])[C:37]([N:8]([C:7]2[C:2]([Cl:1])=[C:3]3[CH:12]=[N:11][N:10]([CH2:13][CH3:14])[C:4]3=[N:5][CH:6]=2)[CH3:9])=[O:38])[CH:29]=[C:30]([C:32]([F:35])([F:34])[F:33])[CH:31]=1.